From a dataset of Peptide-MHC class II binding affinity with 134,281 pairs from IEDB. Regression. Given a peptide amino acid sequence and an MHC pseudo amino acid sequence, predict their binding affinity value. This is MHC class II binding data. (1) The peptide sequence is AFKVAATFANAAPAN. The MHC is HLA-DPA10201-DPB11401 with pseudo-sequence HLA-DPA10201-DPB11401. The binding affinity (normalized) is 0.779. (2) The peptide sequence is SCRDQSEAQLALTII. The MHC is HLA-DQA10201-DQB10402 with pseudo-sequence HLA-DQA10201-DQB10402. The binding affinity (normalized) is 0. (3) The binding affinity (normalized) is 0.187. The MHC is HLA-DQA10501-DQB10301 with pseudo-sequence HLA-DQA10501-DQB10301. The peptide sequence is ATSLDTMAQMNQAFR. (4) The peptide sequence is VKEIPPRLLYAKSSP. The MHC is DRB1_0802 with pseudo-sequence DRB1_0802. The binding affinity (normalized) is 0.371. (5) The peptide sequence is IGSRGRRSCRAARRP. The binding affinity (normalized) is 0.468. The MHC is DRB1_1101 with pseudo-sequence DRB1_1101. (6) The peptide sequence is EAAFTVSSKRNLADA. The MHC is DRB1_0405 with pseudo-sequence DRB1_0405. The binding affinity (normalized) is 0.413. (7) The peptide sequence is EKKYFAAKQFEPLAA. The MHC is HLA-DPA10201-DPB10101 with pseudo-sequence HLA-DPA10201-DPB10101. The binding affinity (normalized) is 0.878. (8) The peptide sequence is VKREACPGTSVIIDG. The MHC is DRB1_1101 with pseudo-sequence DRB1_1101. The binding affinity (normalized) is 0.264. (9) The peptide sequence is HMQDKTMVKKWRDVP. The MHC is DRB3_0101 with pseudo-sequence DRB3_0101. The binding affinity (normalized) is 0.189. (10) The peptide sequence is GEEYLILSARDVLAV. The MHC is HLA-DPA10201-DPB11401 with pseudo-sequence HLA-DPA10201-DPB11401. The binding affinity (normalized) is 0.382.